From a dataset of Full USPTO retrosynthesis dataset with 1.9M reactions from patents (1976-2016). Predict the reactants needed to synthesize the given product. (1) Given the product [CH3:14][C:15]1[CH:16]=[C:17]([CH:21]=[CH:22][CH:23]=1)[CH2:18][O:19]/[N:20]=[C:10](/[C:4]1[CH:5]=[CH:6][C:7]([O:8][CH3:9])=[C:2]([OH:1])[CH:3]=1)\[CH3:11], predict the reactants needed to synthesize it. The reactants are: [OH:1][C:2]1[CH:3]=[C:4]([C:10](=O)[CH3:11])[CH:5]=[CH:6][C:7]=1[O:8][CH3:9].Cl.[CH3:14][C:15]1[CH:16]=[C:17]([CH:21]=[CH:22][CH:23]=1)[CH2:18][O:19][NH2:20]. (2) Given the product [O:10]1[C:14]2[CH:15]=[CH:16][CH:17]=[CH:18][C:13]=2[CH:12]=[C:11]1[C:19]1[N:23]2[N:24]=[C:25]([O:7][CH:3]3[CH2:4][CH2:5][CH2:6][NH:1][CH2:2]3)[CH:26]=[CH:27][C:22]2=[N:21][CH:20]=1, predict the reactants needed to synthesize it. The reactants are: [NH:1]1[CH2:6][CH2:5][CH2:4][CH:3]([OH:7])[CH2:2]1.[H-].[Na+].[O:10]1[C:14]2[CH:15]=[CH:16][CH:17]=[CH:18][C:13]=2[CH:12]=[C:11]1[C:19]1[N:23]2[N:24]=[C:25](Cl)[CH:26]=[CH:27][C:22]2=[N:21][CH:20]=1. (3) Given the product [F:23][C:24]1[CH:25]=[C:26]([C:27]2[N:12]=[C:11]([C:9]3[CH:10]=[C:5]([C:3]([OH:2])=[O:4])[C:6]([C:14]4[CH:19]=[CH:18][CH:17]=[CH:16][C:15]=4[N+:20]([O-:22])=[O:21])=[CH:7][CH:8]=3)[S:13][CH:28]=2)[CH:31]=[CH:32][CH:33]=1, predict the reactants needed to synthesize it. The reactants are: C[O:2][C:3]([C:5]1[C:6]([C:14]2[CH:19]=[CH:18][CH:17]=[CH:16][C:15]=2[N+:20]([O-:22])=[O:21])=[CH:7][CH:8]=[C:9]([C:11](=[S:13])[NH2:12])[CH:10]=1)=[O:4].[F:23][C:24]1[CH:25]=[C:26]([CH:31]=[CH:32][CH:33]=1)[C:27](=O)[CH2:28]Br. (4) Given the product [CH2:26]([O:28][C:29]([CH:10]1[CH2:9][CH2:8][N:7]2[C:2](=[O:1])[C:3]3[C:15]4[CH2:16][CH2:17][C:18]([CH:24]=[O:25])=[C:19]([S:20][CH2:21][CH2:22][CH3:23])[C:14]=4[S:13][C:4]=3[N:5]=[C:6]2[CH2:12][CH2:11]1)=[O:30])[CH3:27], predict the reactants needed to synthesize it. The reactants are: [O:1]=[C:2]1[N:7]2[CH2:8][CH2:9][CH2:10][CH2:11][CH2:12][C:6]2=[N:5][C:4]2[S:13][C:14]3[C:19]([S:20][CH2:21][CH2:22][CH3:23])=[C:18]([CH:24]=[O:25])[CH2:17][CH2:16][C:15]=3[C:3]1=2.[CH2:26]([O:28][C:29](C1CCN2C(=O)C3C4CCC(C=O)=C(Cl)C=4SC=3N=C2CC1)=[O:30])[CH3:27]. (5) Given the product [ClH:2].[Cl:15][C:11]1[CH:10]=[C:9]([C:7]2[N:6]=[C:5]3[CH2:16][CH2:17][CH2:18][C:4]3=[C:3]([NH:19][C:20]3[N:25]=[CH:24][C:23]([CH2:26][C:27]([O:29][CH2:30][CH3:31])=[O:28])=[CH:22][CH:21]=3)[CH:8]=2)[CH:14]=[CH:13][CH:12]=1, predict the reactants needed to synthesize it. The reactants are: Cl.[Cl:2][C:3]1[CH:8]=[C:7]([C:9]2[CH:14]=[CH:13][CH:12]=[C:11]([Cl:15])[CH:10]=2)[N:6]=[C:5]2[CH2:16][CH2:17][CH2:18][C:4]=12.[NH2:19][C:20]1[N:25]=[CH:24][C:23]([CH2:26][C:27]([O:29][CH2:30][CH3:31])=[O:28])=[CH:22][CH:21]=1.